Dataset: Catalyst prediction with 721,799 reactions and 888 catalyst types from USPTO. Task: Predict which catalyst facilitates the given reaction. (1) Product: [Cl:1][C:2]1[C:7]([C:8]([O:10][CH3:11])=[O:9])=[CH:6][N:5]=[CH:4][CH:3]=1. Reactant: [Cl:1][C:2]1[C:7]([C:8]([OH:10])=[O:9])=[CH:6][N:5]=[CH:4][CH:3]=1.[C:11](Cl)(=O)C(Cl)=O.CN(C=O)C.CO. The catalyst class is: 2. (2) Product: [Cl:1][C:2]1[C:7]([O:8][CH2:9][CH:10]2[CH2:11][CH2:12]2)=[CH:6][N:5]=[C:4]([S:27]([CH3:15])(=[O:29])=[O:26])[N:3]=1. The catalyst class is: 2. Reactant: [Cl:1][C:2]1[C:7]([O:8][CH2:9][CH:10]2[CH2:12][CH2:11]2)=[CH:6][N:5]=[C:4](SC)[N:3]=1.[CH:15]1C=C(Cl)C=C(C(OO)=O)C=1.[O-:26][S:27]([O-:29])=O.[Na+].[Na+].CC(OC)(C)C. (3) Reactant: [N:1]1[CH:6]=[CH:5][CH:4]=[CH:3][C:2]=1[C:7](=[N:9][NH2:10])[NH2:8].[O:11]1[C:15](=O)[CH2:14][CH2:13][C:12]1=[O:17]. Product: [N:1]1[CH:6]=[CH:5][CH:4]=[CH:3][C:2]=1[C:7]1[N:8]=[C:15]([CH2:14][CH2:13][C:12]([OH:17])=[O:11])[NH:10][N:9]=1. The catalyst class is: 44. (4) Reactant: [CH3:1][O:2][N:3]=[C:4]([C:13]1[CH:18]=[CH:17][C:16]([Cl:19])=[CH:15][CH:14]=1)[CH:5](Br)[CH2:6][CH:7]1[CH2:11][CH2:10][CH2:9][CH2:8]1.[NH3:20]. Product: [CH3:1][O:2][N:3]=[C:4]([C:13]1[CH:18]=[CH:17][C:16]([Cl:19])=[CH:15][CH:14]=1)[CH:5]([NH2:20])[CH2:6][CH:7]1[CH2:11][CH2:10][CH2:9][CH2:8]1. The catalyst class is: 5. (5) Reactant: O.[NH:2]1[CH:6]=[CH:5][C:4]([C:7]([OH:9])=O)=[CH:3]1.C(Cl)(=O)C(Cl)=O.[Br:16][C:17]1[CH:33]=[CH:32][C:31]([F:34])=[CH:30][C:18]=1[O:19][CH:20]1[CH2:25][CH2:24][N:23]([C:26](=[N:28]O)[NH2:27])[CH2:22][CH2:21]1.C(N(CC)CC)C.[H-].[Na+]. Product: [Br:16][C:17]1[CH:33]=[CH:32][C:31]([F:34])=[CH:30][C:18]=1[O:19][CH:20]1[CH2:25][CH2:24][N:23]([C:26]2[N:27]=[C:7]([C:4]3[CH:5]=[CH:6][NH:2][CH:3]=3)[O:9][N:28]=2)[CH2:22][CH2:21]1. The catalyst class is: 118. (6) Product: [NH2:16][C:6]([C:1]1[S:5][CH:4]=[CH:3][CH:2]=1)=[CH:8][C:9]([O:11][CH3:12])=[O:10]. The catalyst class is: 5. Reactant: [C:1]1([C:6]([CH2:8][C:9]([O:11][CH3:12])=[O:10])=O)[S:5][CH:4]=[CH:3][CH:2]=1.C([O-])=O.[NH4+:16]. (7) Reactant: [CH2:1]([NH2:3])[CH3:2].[Cl:4][C:5]1[CH:10]=[CH:9][C:8]([CH2:11]Cl)=[CH:7][N:6]=1.O. Product: [Cl:4][C:5]1[N:6]=[CH:7][C:8]([CH2:11][NH:3][CH2:1][CH3:2])=[CH:9][CH:10]=1. The catalyst class is: 10. (8) Reactant: [NH2:1][C:2]1[C:10]([NH2:11])=[CH:9][CH:8]=[CH:7][C:3]=1[C:4]([OH:6])=[O:5].[Cl:12][C:13]1[CH:20]=[CH:19][C:16]([CH:17]=O)=[CH:15][N:14]=1.S(S([O-])=O)([O-])(=O)=O.[Na+].[Na+]. Product: [Cl:12][C:13]1[N:14]=[CH:15][C:16]([C:17]2[NH:11][C:10]3[CH:9]=[CH:8][CH:7]=[C:3]([C:4]([OH:6])=[O:5])[C:2]=3[N:1]=2)=[CH:19][CH:20]=1. The catalyst class is: 18.